This data is from Peptide-MHC class I binding affinity with 185,985 pairs from IEDB/IMGT. The task is: Regression. Given a peptide amino acid sequence and an MHC pseudo amino acid sequence, predict their binding affinity value. This is MHC class I binding data. The peptide sequence is NHIIVELSL. The MHC is HLA-B38:01 with pseudo-sequence HLA-B38:01. The binding affinity (normalized) is 0.489.